Predict the reactants needed to synthesize the given product. From a dataset of Retrosynthesis with 50K atom-mapped reactions and 10 reaction types from USPTO. (1) Given the product COC(=O)c1cccc(Cc2c(CC(C)C)nn3cc(OC)ccc23)n1, predict the reactants needed to synthesize it. The reactants are: COC(=O)c1cccc(C(O)c2c(CC(C)C)nn3cc(OC)ccc23)n1. (2) Given the product C=C(COCCCCCCCCCCCCCCCC)COCCCCCOS(C)(=O)=O, predict the reactants needed to synthesize it. The reactants are: C=C(CO)COCCCCCCCCCCCCCCCC.CS(=O)(=O)OCCCCCOS(C)(=O)=O. (3) Given the product CCOC(=O)c1cc2ccccc2n1Cc1ccc(Cl)cc1, predict the reactants needed to synthesize it. The reactants are: CCOC(=O)c1cc2ccccc2[nH]1.ClCc1ccc(Cl)cc1. (4) Given the product c1ccc(C2=NCCc3ccccc32)nc1, predict the reactants needed to synthesize it. The reactants are: O=C(NCCc1ccccc1)c1ccccn1. (5) Given the product Cc1c(C)c(S(=O)(=O)NC(=N)NCCC[C@H](NC(=O)c2cccn(C(C)c3ccccc3)c2=O)C(=O)OC(C)(C)C)c(C)c2c1OC(C)(C)CC2, predict the reactants needed to synthesize it. The reactants are: CC(c1ccccc1)n1cccc(C(=O)O)c1=O.Cc1c(C)c(S(=O)(=O)NC(=N)NCCC[C@H](N)C(=O)OC(C)(C)C)c(C)c2c1OC(C)(C)CC2. (6) Given the product CCCNc1nc(Cl)nc2c1ncn2C(C)CC, predict the reactants needed to synthesize it. The reactants are: CCC(C)n1cnc2c(Cl)nc(Cl)nc21.CCCN. (7) Given the product CC(C)(CO)c1ccc(C(=O)Nc2nc3ccc(Br)nc3s2)cc1, predict the reactants needed to synthesize it. The reactants are: CC(C)(CO[Si](C)(C)C(C)(C)C)c1ccc(C(=O)Nc2nc3ccc(Br)nc3s2)cc1.